From a dataset of Forward reaction prediction with 1.9M reactions from USPTO patents (1976-2016). Predict the product of the given reaction. (1) Given the reactants [NH2:1][C:2]1[C:7]([OH:8])=[CH:6][CH:5]=[C:4]([CH3:9])[N:3]=1.[C:10](N1C=CN=C1)(N1C=CN=C1)=[O:11], predict the reaction product. The product is: [CH3:9][C:4]1[N:3]=[C:2]2[NH:1][C:10](=[O:11])[O:8][C:7]2=[CH:6][CH:5]=1. (2) Given the reactants [Cl:1][C:2]1[CH:10]=[C:9]([F:11])[C:8]([S:12](Cl)(=[O:14])=[O:13])=[CH:7][C:3]=1[C:4]([OH:6])=[O:5].[CH3:16][NH2:17], predict the reaction product. The product is: [Cl:1][C:2]1[CH:10]=[C:9]([F:11])[C:8]([S:12]([NH:17][CH3:16])(=[O:14])=[O:13])=[CH:7][C:3]=1[C:4]([OH:6])=[O:5]. (3) Given the reactants [NH2:1][C@H:2]1[CH2:7][CH2:6][CH2:5][N:4]([CH:8]2[CH2:13][CH2:12][N:11]([C:14]3[N:19]=[CH:18][C:17]([CH2:20][CH3:21])=[CH:16][N:15]=3)[CH2:10][CH2:9]2)[C:3]1=[O:22].C1C=CC(P(C2C(C3C(P(C4C=CC=CC=4)C4C=CC=CC=4)=CC=C4C=3C=CC=C4)=C3C(C=CC=C3)=CC=2)C2C=CC=CC=2)=CC=1.Br[C:70]1[CH:75]=[C:74]([CH3:76])[C:73]([S:77]([CH3:80])(=[O:79])=[O:78])=[CH:72][C:71]=1[F:81].C([O-])([O-])=O.[Cs+].[Cs+], predict the reaction product. The product is: [CH2:20]([C:17]1[CH:16]=[N:15][C:14]([N:11]2[CH2:12][CH2:13][CH:8]([N:4]3[CH2:5][CH2:6][CH2:7][C@H:2]([NH:1][C:70]4[CH:75]=[C:74]([CH3:76])[C:73]([S:77]([CH3:80])(=[O:79])=[O:78])=[CH:72][C:71]=4[F:81])[C:3]3=[O:22])[CH2:9][CH2:10]2)=[N:19][CH:18]=1)[CH3:21].